Dataset: Full USPTO retrosynthesis dataset with 1.9M reactions from patents (1976-2016). Task: Predict the reactants needed to synthesize the given product. Given the product [C:1]([O:5][C:6]([N:8]1[CH2:13][CH2:12][N:11]([CH2:14][C:45]2[C:46](=[O:53])[N:47]([CH2:49][CH:50]([CH3:51])[CH3:52])[N:48]=[C:43]([C:37]3[CH:38]=[CH:39][C:40]([O:41][CH3:42])=[C:35]([Cl:34])[CH:36]=3)[CH:44]=2)[CH2:10][CH2:9]1)=[O:7])([CH3:4])([CH3:3])[CH3:2], predict the reactants needed to synthesize it. The reactants are: [C:1]([O:5][C:6]([N:8]1[CH2:13][CH2:12][N:11]([C:14]2C(=O)N(CC(C)C)N=C(C3C=CC(C)=C(F)C=3)C=2C)[CH2:10][CH2:9]1)=[O:7])([CH3:4])([CH3:3])[CH3:2].[Cl:34][C:35]1[CH:36]=[C:37]([C:43]2[C:44](C)=[C:45](OS(C)(=O)=O)[C:46](=[O:53])[N:47]([CH2:49][CH:50]([CH3:52])[CH3:51])[N:48]=2)[CH:38]=[CH:39][C:40]=1[O:41][CH3:42].N1(C(OC(C)(C)C)=O)CCNCC1.